The task is: Predict which catalyst facilitates the given reaction.. This data is from Catalyst prediction with 721,799 reactions and 888 catalyst types from USPTO. (1) Product: [CH2:23]([N:5]([CH2:1][CH2:2][CH2:3][CH3:4])[C:6]1[CH:7]=[C:8]([O:21][CH3:22])[C:9]([CH:14]=[CH:15][C:16]2[S:17][C:18]([CH:34]=[O:35])=[CH:19][CH:20]=2)=[C:10]([O:12][CH3:13])[CH:11]=1)[CH2:24][CH2:25][CH3:26]. The catalyst class is: 7. Reactant: [CH2:1]([N:5]([CH2:23][CH2:24][CH2:25][CH3:26])[C:6]1[CH:11]=[C:10]([O:12][CH3:13])[C:9]([CH:14]=[CH:15][C:16]2[S:17][CH:18]=[CH:19][CH:20]=2)=[C:8]([O:21][CH3:22])[CH:7]=1)[CH2:2][CH2:3][CH3:4].C([Li])CCC.CN(C)[CH:34]=[O:35].C(Cl)(Cl)Cl. (2) Reactant: [Na].[CH3:2][C@H:3]([CH2:19][CH2:20][CH3:21])[CH2:4][C:5]([N:7]1[C@H:11]([C:12]2[CH:17]=[CH:16][CH:15]=[CH:14][CH:13]=2)[CH2:10][O:9][C:8]1=[O:18])=[O:6].[CH3:22]I. Product: [CH3:22][C@H:4]([C@H:3]([CH3:2])[CH2:19][CH2:20][CH3:21])[C:5]([N:7]1[C@H:11]([C:12]2[CH:17]=[CH:16][CH:15]=[CH:14][CH:13]=2)[CH2:10][O:9][C:8]1=[O:18])=[O:6]. The catalyst class is: 1. (3) Reactant: Br[CH2:2][CH2:3][CH:4]1[CH2:9][N:8]([S:10]([C:13]2[CH:22]=[CH:21][C:20]3[C:15](=[CH:16][CH:17]=[C:18]([Cl:23])[CH:19]=3)[CH:14]=2)(=[O:12])=[O:11])[CH2:7][CH2:6][N:5]1[C:24]([O:26][C:27]([CH3:30])([CH3:29])[CH3:28])=[O:25].[C-:31]#[N:32].[Na+]. Product: [C:27]([O:26][C:24]([N:5]1[CH2:6][CH2:7][N:8]([S:10]([C:13]2[CH:22]=[CH:21][C:20]3[C:15](=[CH:16][CH:17]=[C:18]([Cl:23])[CH:19]=3)[CH:14]=2)(=[O:12])=[O:11])[CH2:9][CH:4]1[CH2:3][CH2:2][C:31]#[N:32])=[O:25])([CH3:30])([CH3:29])[CH3:28]. The catalyst class is: 9. (4) Reactant: [C:1]([O:5][C:6]([N:8]1[C:16]2[C:11](=[CH:12][CH:13]=[C:14]([CH:17]=O)[CH:15]=2)[CH:10]=[C:9]1[C:19]1[CH:24]=[C:23]([Cl:25])[N:22]=[N:21][C:20]=1[O:26][CH3:27])=[O:7])([CH3:4])([CH3:3])[CH3:2].[CH3:28][N:29]1[CH2:34][CH2:33][NH:32][CH2:31][CH2:30]1.C(O[BH-](OC(=O)C)OC(=O)C)(=O)C.[Na+].C([O-])(O)=O.[Na+].C(=O)=O. Product: [C:1]([O:5][C:6]([N:8]1[C:16]2[C:11](=[CH:12][CH:13]=[C:14]([CH2:17][N:32]3[CH2:33][CH2:34][N:29]([CH3:28])[CH2:30][CH2:31]3)[CH:15]=2)[CH:10]=[C:9]1[C:19]1[CH:24]=[C:23]([Cl:25])[N:22]=[N:21][C:20]=1[O:26][CH3:27])=[O:7])([CH3:2])([CH3:3])[CH3:4]. The catalyst class is: 411. (5) Reactant: [CH2:1]([S:8][C:9]1[CH:10]=[CH:11][C:12]([NH:22][C:23]2[CH:24]=[N:25][C:26]([C:31]3[CH:36]=[CH:35][CH:34]=[C:33]([F:37])[CH:32]=3)=[CH:27][C:28]=2[O:29][CH3:30])=[C:13](/[CH:15]=[CH:16]/[C:17]([O:19]CC)=O)[CH:14]=1)[C:2]1[CH:7]=[CH:6][CH:5]=[CH:4][CH:3]=1.C(P(CCCC)CCCC)CCC.C[O-].[Na+]. Product: [CH2:1]([S:8][C:9]1[CH:14]=[C:13]2[C:12](=[CH:11][CH:10]=1)[N:22]([C:23]1[CH:24]=[N:25][C:26]([C:31]3[CH:36]=[CH:35][CH:34]=[C:33]([F:37])[CH:32]=3)=[CH:27][C:28]=1[O:29][CH3:30])[C:17](=[O:19])[CH:16]=[CH:15]2)[C:2]1[CH:7]=[CH:6][CH:5]=[CH:4][CH:3]=1. The catalyst class is: 5. (6) Product: [CH3:44][C:40]1([CH3:45])[C:41](=[O:43])[CH2:42][CH:38]([C:35]2[CH:36]=[CH:37][C:32]([C:47]#[N:48])=[CH:33][C:34]=2[F:46])[CH2:39]1. The catalyst class is: 507. Reactant: C(P(C(C)(C)C)C1C=CC=CC=1C1C(C(C)C)=CC(C(C)C)=CC=1C(C)C)(C)(C)C.Cl[C:32]1[CH:37]=[CH:36][C:35]([CH:38]2[CH2:42][C:41](=[O:43])[C:40]([CH3:45])([CH3:44])[CH2:39]2)=[C:34]([F:46])[CH:33]=1.[CH3:47][N:48]1CCCC1=O.